This data is from Catalyst prediction with 721,799 reactions and 888 catalyst types from USPTO. The task is: Predict which catalyst facilitates the given reaction. (1) Reactant: [NH:1]1[CH:5]=[CH:4][C:3]([C:6]2[S:10][C:9]([C:11]3[CH:12]=[N:13][CH:14]=[CH:15][CH:16]=3)=[N:8][C:7]=2[C:17]([F:20])([F:19])[F:18])=[N:2]1.Cl[C:22]1[N:27]=[CH:26][CH:25]=[CH:24][N:23]=1.[H-].[Na+]. Product: [N:13]1[CH:14]=[CH:15][CH:16]=[C:11]([C:9]2[S:10][C:6]([C:3]3[CH:4]=[CH:5][N:1]([C:22]4[N:27]=[CH:26][CH:25]=[CH:24][N:23]=4)[N:2]=3)=[C:7]([C:17]([F:19])([F:18])[F:20])[N:8]=2)[CH:12]=1. The catalyst class is: 3. (2) Reactant: B(F)(F)F.CCOCC.[Br:10][C:11]1[C:12]([CH3:18])=[C:13](N)[CH:14]=[N:15][CH:16]=1.COCCOC.N(OC(C)(C)C)=O.[C:32]([O:35]C(=O)C)(=[O:34])[CH3:33]. Product: [C:32]([O:35][C:13]1[CH:14]=[N:15][CH:16]=[C:11]([Br:10])[C:12]=1[CH3:18])(=[O:34])[CH3:33]. The catalyst class is: 605.